This data is from Reaction yield outcomes from USPTO patents with 853,638 reactions. The task is: Predict the reaction yield, written as a fraction of the theoretical maximum amount of product (1.0 means a 100% yield; for example, 0.34 means a 34% yield). (1) The reactants are C(=NO)C1C(=CC=CC=1)O.C([O-])([O-])=O.[Cs+].[Cs+].[NH:17]1[C:21]([C:22]2[C:27](=[O:28])[CH:26]=[CH:25][N:24]([C:29]3[CH:34]=[CH:33][CH:32]=[C:31]([C:35]([F:38])([F:37])[F:36])[CH:30]=3)[N:23]=2)=[CH:20][CH:19]=[N:18]1.I[C:40]1[CH:44]=[CH:43][S:42][CH:41]=1. The catalyst is CC#N.CCOC(C)=O.O.[Cu-]=O. The product is [S:42]1[CH:43]=[CH:44][C:40]([N:17]2[C:21]([C:22]3[C:27](=[O:28])[CH:26]=[CH:25][N:24]([C:29]4[CH:34]=[CH:33][CH:32]=[C:31]([C:35]([F:37])([F:36])[F:38])[CH:30]=4)[N:23]=3)=[CH:20][CH:19]=[N:18]2)=[CH:41]1. The yield is 0.0200. (2) The reactants are [Cl:1][C:2]1[CH:7]=[CH:6][C:5]([C:8]2[O:9][C:10]3[CH:21]=[C:20]([N+:22]([O-:24])=[O:23])[C:19]([O:25]C(C)C)=[CH:18][C:11]=3[C:12]=2[C:13]([O:15][CH2:16][CH3:17])=[O:14])=[CH:4][CH:3]=1.B(Cl)(Cl)Cl. The catalyst is C(Cl)Cl. The product is [Cl:1][C:2]1[CH:3]=[CH:4][C:5]([C:8]2[O:9][C:10]3[CH:21]=[C:20]([N+:22]([O-:24])=[O:23])[C:19]([OH:25])=[CH:18][C:11]=3[C:12]=2[C:13]([O:15][CH2:16][CH3:17])=[O:14])=[CH:6][CH:7]=1. The yield is 0.840. (3) The reactants are Br[C:2]1[CH:7]=[C:6]([N+:8]([O-:10])=[O:9])[CH:5]=[CH:4][C:3]=1[F:11].C([O-])(=O)C.[K+].[B:17]1([B:17]2[O:21][C:20]([CH3:23])([CH3:22])[C:19]([CH3:25])([CH3:24])[O:18]2)[O:21][C:20]([CH3:23])([CH3:22])[C:19]([CH3:25])([CH3:24])[O:18]1. The catalyst is O1CCOCC1.C1C=CC([PH+]([C]2[CH][CH][CH][CH]2)C2C=CC=CC=2)=CC=1.C1C=CC([PH+]([C]2[CH][CH][CH][CH]2)C2C=CC=CC=2)=CC=1.C(Cl)Cl.Cl[Pd]Cl.[Fe]. The product is [F:11][C:3]1[CH:4]=[CH:5][C:6]([N+:8]([O-:10])=[O:9])=[CH:7][C:2]=1[B:17]1[O:21][C:20]([CH3:23])([CH3:22])[C:19]([CH3:25])([CH3:24])[O:18]1. The yield is 0.950.